This data is from NCI-60 drug combinations with 297,098 pairs across 59 cell lines. The task is: Regression. Given two drug SMILES strings and cell line genomic features, predict the synergy score measuring deviation from expected non-interaction effect. (1) Drug 1: C(=O)(N)NO. Drug 2: CC1=C(C(=O)C2=C(C1=O)N3CC4C(C3(C2COC(=O)N)OC)N4)N. Cell line: OVCAR-4. Synergy scores: CSS=11.7, Synergy_ZIP=-3.84, Synergy_Bliss=-1.61, Synergy_Loewe=-7.75, Synergy_HSA=1.33. (2) Drug 1: CC1=CC=C(C=C1)C2=CC(=NN2C3=CC=C(C=C3)S(=O)(=O)N)C(F)(F)F. Drug 2: C1C(C(OC1N2C=C(C(=O)NC2=O)F)CO)O. Cell line: NCI-H522. Synergy scores: CSS=6.80, Synergy_ZIP=-2.45, Synergy_Bliss=-0.383, Synergy_Loewe=-5.66, Synergy_HSA=0.0465. (3) Drug 2: CC=C1C(=O)NC(C(=O)OC2CC(=O)NC(C(=O)NC(CSSCCC=C2)C(=O)N1)C(C)C)C(C)C. Synergy scores: CSS=80.2, Synergy_ZIP=6.30, Synergy_Bliss=7.16, Synergy_Loewe=-2.49, Synergy_HSA=10.2. Cell line: SNB-19. Drug 1: COC1=CC(=CC(=C1O)OC)C2C3C(COC3=O)C(C4=CC5=C(C=C24)OCO5)OC6C(C(C7C(O6)COC(O7)C8=CC=CS8)O)O. (4) Drug 1: CC1CCC2CC(C(=CC=CC=CC(CC(C(=O)C(C(C(=CC(C(=O)CC(OC(=O)C3CCCCN3C(=O)C(=O)C1(O2)O)C(C)CC4CCC(C(C4)OC)OCCO)C)C)O)OC)C)C)C)OC. Drug 2: C(CCl)NC(=O)N(CCCl)N=O. Cell line: NCI-H322M. Synergy scores: CSS=4.85, Synergy_ZIP=3.89, Synergy_Bliss=-1.41, Synergy_Loewe=-92.7, Synergy_HSA=-2.32. (5) Drug 1: CN1CCC(CC1)COC2=C(C=C3C(=C2)N=CN=C3NC4=C(C=C(C=C4)Br)F)OC. Drug 2: C1CN(CCN1C(=O)CCBr)C(=O)CCBr. Cell line: 786-0. Synergy scores: CSS=12.3, Synergy_ZIP=0.300, Synergy_Bliss=4.60, Synergy_Loewe=4.03, Synergy_HSA=6.35.